Dataset: NCI-60 drug combinations with 297,098 pairs across 59 cell lines. Task: Regression. Given two drug SMILES strings and cell line genomic features, predict the synergy score measuring deviation from expected non-interaction effect. (1) Drug 1: C1=CC(=CC=C1CCCC(=O)O)N(CCCl)CCCl. Drug 2: CC12CCC3C(C1CCC2O)C(CC4=C3C=CC(=C4)O)CCCCCCCCCS(=O)CCCC(C(F)(F)F)(F)F. Cell line: NCI-H226. Synergy scores: CSS=7.85, Synergy_ZIP=-3.72, Synergy_Bliss=0.168, Synergy_Loewe=1.24, Synergy_HSA=1.26. (2) Drug 2: CNC(=O)C1=NC=CC(=C1)OC2=CC=C(C=C2)NC(=O)NC3=CC(=C(C=C3)Cl)C(F)(F)F. Cell line: SW-620. Synergy scores: CSS=64.1, Synergy_ZIP=5.65, Synergy_Bliss=6.68, Synergy_Loewe=-14.9, Synergy_HSA=5.16. Drug 1: C1=CC=C(C=C1)NC(=O)CCCCCCC(=O)NO. (3) Drug 1: COC1=C2C(=CC3=C1OC=C3)C=CC(=O)O2. Drug 2: C1C(C(OC1N2C=NC(=NC2=O)N)CO)O. Cell line: OVCAR3. Synergy scores: CSS=-22.4, Synergy_ZIP=14.1, Synergy_Bliss=2.60, Synergy_Loewe=-37.3, Synergy_HSA=-31.4. (4) Drug 1: CC(CN1CC(=O)NC(=O)C1)N2CC(=O)NC(=O)C2. Drug 2: CCC1(CC2CC(C3=C(CCN(C2)C1)C4=CC=CC=C4N3)(C5=C(C=C6C(=C5)C78CCN9C7C(C=CC9)(C(C(C8N6C=O)(C(=O)OC)O)OC(=O)C)CC)OC)C(=O)OC)O.OS(=O)(=O)O. Cell line: HOP-92. Synergy scores: CSS=31.3, Synergy_ZIP=-3.01, Synergy_Bliss=2.12, Synergy_Loewe=1.94, Synergy_HSA=5.36. (5) Drug 1: CN1C2=C(C=C(C=C2)N(CCCl)CCCl)N=C1CCCC(=O)O.Cl. Drug 2: CC(C)NC(=O)C1=CC=C(C=C1)CNNC.Cl. Cell line: HCT116. Synergy scores: CSS=-1.70, Synergy_ZIP=1.12, Synergy_Bliss=-1.80, Synergy_Loewe=-3.37, Synergy_HSA=-4.45. (6) Drug 1: CCC1(C2=C(COC1=O)C(=O)N3CC4=CC5=C(C=CC(=C5CN(C)C)O)N=C4C3=C2)O.Cl. Drug 2: CC1C(C(CC(O1)OC2CC(CC3=C2C(=C4C(=C3O)C(=O)C5=C(C4=O)C(=CC=C5)OC)O)(C(=O)CO)O)N)O.Cl. Cell line: HT29. Synergy scores: CSS=40.3, Synergy_ZIP=-10.6, Synergy_Bliss=-15.3, Synergy_Loewe=-13.8, Synergy_HSA=-11.7. (7) Drug 1: CN(CC1=CN=C2C(=N1)C(=NC(=N2)N)N)C3=CC=C(C=C3)C(=O)NC(CCC(=O)O)C(=O)O. Drug 2: COCCOC1=C(C=C2C(=C1)C(=NC=N2)NC3=CC=CC(=C3)C#C)OCCOC.Cl. Cell line: OVCAR3. Synergy scores: CSS=19.1, Synergy_ZIP=-6.26, Synergy_Bliss=1.45, Synergy_Loewe=4.18, Synergy_HSA=2.31.